This data is from Reaction yield outcomes from USPTO patents with 853,638 reactions. The task is: Predict the reaction yield, written as a fraction of the theoretical maximum amount of product (1.0 means a 100% yield; for example, 0.34 means a 34% yield). The reactants are [O:1]=[C:2]1[C:8]2[CH:9]=[CH:10][CH:11]=[CH:12][C:7]=2[CH2:6][CH2:5][CH:4]([C:13]([O:15][C:16]([CH3:19])([CH3:18])[CH3:17])=[O:14])[NH:3]1.F[B-](F)(F)F.[CH3:25][O+](C)C. The catalyst is ClCCl. The product is [CH3:25][O:1][C:2]1[C:8]2[CH:9]=[CH:10][CH:11]=[CH:12][C:7]=2[CH2:6][CH2:5][CH:4]([C:13]([O:15][C:16]([CH3:19])([CH3:18])[CH3:17])=[O:14])[N:3]=1. The yield is 0.817.